Dataset: Peptide-MHC class I binding affinity with 185,985 pairs from IEDB/IMGT. Task: Regression. Given a peptide amino acid sequence and an MHC pseudo amino acid sequence, predict their binding affinity value. This is MHC class I binding data. (1) The peptide sequence is KQLNNANVYR. The MHC is H-2-Db with pseudo-sequence H-2-Db. The binding affinity (normalized) is 0. (2) The peptide sequence is VIVPDIKLDA. The MHC is HLA-A02:02 with pseudo-sequence HLA-A02:02. The binding affinity (normalized) is 0.0371. (3) The peptide sequence is ATNDGLIKK. The MHC is HLA-B40:01 with pseudo-sequence HLA-B40:01. The binding affinity (normalized) is 0.0847. (4) The peptide sequence is SMKGENVFI. The MHC is HLA-A02:01 with pseudo-sequence HLA-A02:01. The binding affinity (normalized) is 0.391. (5) The peptide sequence is MVFQNYALY. The MHC is HLA-A02:03 with pseudo-sequence HLA-A02:03. The binding affinity (normalized) is 0.0847. (6) The peptide sequence is SYLIRALTL. The MHC is HLA-A11:01 with pseudo-sequence HLA-A11:01. The binding affinity (normalized) is 0.0847.